This data is from Full USPTO retrosynthesis dataset with 1.9M reactions from patents (1976-2016). The task is: Predict the reactants needed to synthesize the given product. (1) Given the product [C:11]([O:15][C:16]([N:18]1[CH2:19][CH:20]=[C:21]([C:5]2[CH:6]=[CH:7][C:2]([F:1])=[CH:3][CH:4]=2)[CH2:22][CH2:23]1)=[O:17])([CH3:14])([CH3:12])[CH3:13], predict the reactants needed to synthesize it. The reactants are: [F:1][C:2]1[CH:7]=[CH:6][C:5](B(O)O)=[CH:4][CH:3]=1.[C:11]([O:15][C:16]([N:18]1[CH2:23][CH:22]=[C:21](OS(C(F)(F)F)(=O)=O)[CH2:20][CH2:19]1)=[O:17])([CH3:14])([CH3:13])[CH3:12]. (2) Given the product [C:14]([NH:18][C@@:5]1([C:27]([NH:23][C:19]([CH3:22])([CH3:21])[CH3:20])=[O:28])[CH2:6][CH:7]([CH2:9][N+:10]([O-:12])=[O:11])[CH2:8][C@@H:4]1[CH2:1][CH:2]=[CH2:3])(=[O:17])[CH3:15], predict the reactants needed to synthesize it. The reactants are: [CH2:1]([CH:4]1[CH2:8][CH:7]([CH2:9][N+:10]([O-:12])=[O:11])[CH2:6][C:5]1=O)[CH:2]=[CH2:3].[C:14]([O-:17])(=O)[CH3:15].[NH4+:18].[C:19]([N+:23]#[C-])([CH3:22])([CH3:21])[CH3:20].FC(F)(F)[CH2:27][OH:28]. (3) Given the product [Cl:12][C:5]1[C:6]2[C:11](=[CH:10][CH:9]=[CH:8][CH:7]=2)[C:2]([C:19]2[CH:20]=[N:21][CH:22]=[C:23]([N:25]3[CH2:26][CH2:27][O:28][CH2:29][CH2:30]3)[N:24]=2)=[CH:3][N:4]=1, predict the reactants needed to synthesize it. The reactants are: Br[C:2]1[C:11]2[C:6](=[CH:7][CH:8]=[CH:9][CH:10]=2)[C:5]([Cl:12])=[N:4][CH:3]=1.[Li]CCCC.Br[C:19]1[N:24]=[C:23]([N:25]2[CH2:30][CH2:29][O:28][CH2:27][CH2:26]2)[CH:22]=[N:21][CH:20]=1. (4) The reactants are: Cl.[Cl:2][C:3]1[CH:8]=[CH:7][C:6]([CH2:9][CH2:10][CH2:11][NH2:12])=[CH:5][CH:4]=1.CCN(CC)CC.[CH:20]1([C:27]2[CH:36]=[CH:35][C:30]3[NH:31][C:32](=[O:34])[O:33][C:29]=3[CH:28]=2)[CH2:25][CH2:24][C:23](=O)[CH2:22][CH2:21]1.[BH4-].[Na+]. Given the product [Cl:2][C:3]1[CH:4]=[CH:5][C:6]([CH2:9][CH2:10][CH2:11][NH:12][C@H:23]2[CH2:24][CH2:25][C@H:20]([C:27]3[CH:36]=[CH:35][C:30]4[NH:31][C:32](=[O:34])[O:33][C:29]=4[CH:28]=3)[CH2:21][CH2:22]2)=[CH:7][CH:8]=1, predict the reactants needed to synthesize it.